From a dataset of Full USPTO retrosynthesis dataset with 1.9M reactions from patents (1976-2016). Predict the reactants needed to synthesize the given product. (1) Given the product [CH3:10][O:9][C:8]1[CH:7]=[C:6]2[C:5](=[CH:4][C:3]=1[O:2][CH3:1])[NH:11][C:27]([CH3:26])=[C:28]2[CH2:29][CH2:30][CH3:31], predict the reactants needed to synthesize it. The reactants are: [CH3:1][O:2][C:3]1[CH:4]=[C:5]([NH:11]N=C(C2C=CC=CC=2)C2C=CC=CC=2)[CH:6]=[CH:7][C:8]=1[O:9][CH3:10].[CH3:26][C:27](=O)[CH2:28][CH2:29][CH2:30][CH3:31].CC1C=CC(S(O)(=O)=O)=CC=1.O.C([O-])(O)=O.[Na+]. (2) Given the product [C:45]([O:49][C:50]([N:52]1[CH2:56][CH2:55][CH2:54][C@H:53]1[CH2:57][N:58]([CH2:59][C:60]1[O:61][C:62]2[CH:68]=[CH:67][CH:66]=[CH:65][C:63]=2[CH:64]=1)[C:6](=[O:8])[C:5]1[CH:4]=[CH:3][C:11]([O:12][CH3:13])=[C:10]([O:14][CH3:15])[CH:9]=1)=[O:51])([CH3:48])([CH3:46])[CH3:47], predict the reactants needed to synthesize it. The reactants are: CO[C:3]1[CH:4]=[C:5]([CH:9]=[C:10]([O:14][CH3:15])[C:11]=1[O:12][CH3:13])[C:6]([OH:8])=O.Cl.C(N=C=NCCCN(C)C)C.ON1C2C=CC=CC=2N=N1.C(N(CC)CC)C.[C:45]([O:49][C:50]([N:52]1[CH2:56][CH2:55][CH2:54][C@H:53]1[CH2:57][NH:58][CH2:59][C:60]1[O:61][C:62]2[CH:68]=[CH:67][CH:66]=[CH:65][C:63]=2[CH:64]=1)=[O:51])([CH3:48])([CH3:47])[CH3:46]. (3) Given the product [CH3:40][N:41]([CH2:42][NH:13][C:11](=[O:12])[C:10]1[CH:14]=[CH:15][C:16]([C:18]2[C:27]3[C:22](=[C:23]([C:28]4[CH:29]=[N:30][C:31]5[C:36]([CH:37]=4)=[CH:35][CH:34]=[CH:33][CH:32]=5)[CH:24]=[CH:25][CH:26]=3)[CH:21]=[CH:20][N:19]=2)=[CH:17][C:9]=1[NH:8][CH:5]1[CH2:6][CH2:7][CH:2]([OH:1])[CH2:3][CH2:4]1)[CH3:44], predict the reactants needed to synthesize it. The reactants are: [OH:1][CH:2]1[CH2:7][CH2:6][CH:5]([NH:8][C:9]2[CH:17]=[C:16]([C:18]3[C:27]4[C:22](=[C:23]([C:28]5[CH:29]=[N:30][C:31]6[C:36]([CH:37]=5)=[CH:35][CH:34]=[CH:33][CH:32]=6)[CH:24]=[CH:25][CH:26]=4)[CH:21]=[CH:20][N:19]=3)[CH:15]=[CH:14][C:10]=2[C:11]([NH2:13])=[O:12])[CH2:4][CH2:3]1.[I-].C[CH:40]=[N+:41]=[CH:42]C.[CH2:44](Cl)Cl. (4) Given the product [CH:47]1([C:45]2[CH:44]=[CH:43][N:42]=[C:41]([C:9]3[C:17]4[C:12](=[CH:13][CH:14]=[C:15]([C:18]5[O:22][C:21]([NH:23][CH2:24][C:25]([F:27])([F:26])[F:28])=[N:20][N:19]=5)[CH:16]=4)[N:11]([S:29]([C:32]4[CH:38]=[CH:37][C:35]([CH3:36])=[CH:34][CH:33]=4)(=[O:31])=[O:30])[CH:10]=3)[N:46]=2)[CH2:49][CH2:48]1, predict the reactants needed to synthesize it. The reactants are: CC1(C)C(C)(C)OB([C:9]2[C:17]3[C:12](=[CH:13][CH:14]=[C:15]([C:18]4[O:22][C:21]([NH:23][CH2:24][C:25]([F:28])([F:27])[F:26])=[N:20][N:19]=4)[CH:16]=3)[N:11]([S:29]([C:32]3[CH:38]=[CH:37][C:35]([CH3:36])=[CH:34][CH:33]=3)(=[O:31])=[O:30])[CH:10]=2)O1.Br[C:41]1[N:46]=[C:45]([CH:47]2[CH2:49][CH2:48]2)[CH:44]=[CH:43][N:42]=1.P([O-])([O-])([O-])=O.[K+].[K+].[K+].C1(P(C2CCCCC2)C2C=CC=CC=2C2C(C(C)C)=CC(C(C)C)=CC=2C(C)C)CCCCC1. (5) Given the product [Br:1][C:2]1[S:3][C:4]([C:13]([C:15]2[CH:23]=[C:22]3[C:18]([CH:19]=[C:20]([C:24]4[CH:29]=[CH:28][CH:27]=[CH:26][CH:25]=4)[N:21]3[CH2:31][CH2:32][CH2:33][CH2:34][N:35]3[C:39](=[O:40])[C:38]4[C:37](=[CH:44][CH:43]=[CH:42][CH:41]=4)[C:36]3=[O:45])=[CH:17][CH:16]=2)=[O:14])=[CH:5][C:6]=1[CH2:7][C:8]([O:10][CH2:11][CH3:12])=[O:9], predict the reactants needed to synthesize it. The reactants are: [Br:1][C:2]1[S:3][C:4]([C:13]([C:15]2[CH:23]=[C:22]3[C:18]([CH:19]=[C:20]([C:24]4[CH:29]=[CH:28][CH:27]=[CH:26][CH:25]=4)[NH:21]3)=[CH:17][CH:16]=2)=[O:14])=[CH:5][C:6]=1[CH2:7][C:8]([O:10][CH2:11][CH3:12])=[O:9].Br[CH2:31][CH2:32][CH2:33][CH2:34][N:35]1[C:39](=[O:40])[C:38]2=[CH:41][CH:42]=[CH:43][CH:44]=[C:37]2[C:36]1=[O:45].[F-].[Cs+]. (6) Given the product [CH3:9][C:2]1([CH3:1])[CH2:3][CH:4]([NH:30][C:33]([NH:13][C:12]2[CH:14]=[C:15]([B:19]3[O:23][C:22]([CH3:25])([CH3:24])[C:21]([CH3:27])([CH3:26])[O:20]3)[C:16]([CH3:18])=[CH:17][C:11]=2[F:10])=[O:42])[CH2:5]1, predict the reactants needed to synthesize it. The reactants are: [CH3:1][C:2]1([CH3:9])[CH2:5][CH:4](C(O)=O)[CH2:3]1.[F:10][C:11]1[CH:17]=[C:16]([CH3:18])[C:15]([B:19]2[O:23][C:22]([CH3:25])([CH3:24])[C:21]([CH3:27])([CH3:26])[O:20]2)=[CH:14][C:12]=1[NH2:13].C([N:30]([CH2:33]C)CC)C.C1(P(N=[N+]=[N-])(C2C=CC=CC=2)=[O:42])C=CC=CC=1. (7) Given the product [CH2:21]([C@@H:17]([N:15]([CH3:16])[C:38]([C@H:37]([N:35]([CH3:36])[C:33](=[O:34])/[CH:66]=[CH:65]/[CH2:64][C:60]1([NH2:59])[CH2:63][CH2:62][CH2:61]1)[CH2:41][C:42]1[CH:51]=[CH:50][C:49]2[C:44](=[CH:45][CH:46]=[CH:47][CH:48]=2)[CH:43]=1)=[O:40])[C:18]([N:5]1[CH2:6][CH2:7][CH:2]([OH:1])[CH2:3][CH2:4]1)=[O:20])[C:22]1[CH:23]=[CH:24][CH:25]=[CH:26][CH:27]=1, predict the reactants needed to synthesize it. The reactants are: [OH:1][CH:2]1[CH2:7][CH2:6][NH:5][CH2:4][CH2:3]1.C(OC([N:15]([C@H:17]([CH2:21][C:22]1[CH:27]=[CH:26][CH:25]=[CH:24][CH:23]=1)[C:18]([OH:20])=O)[CH3:16])=O)(C)(C)C.C(O[C:33]([N:35]([C@H:37]([CH2:41][C:42]1[CH:51]=[CH:50][C:49]2[C:44](=[CH:45][CH:46]=[CH:47][CH:48]=2)[CH:43]=1)[C:38]([OH:40])=O)[CH3:36])=[O:34])(C)(C)C.C(OC([NH:59][C:60]1([CH2:64]/[CH:65]=[CH:66]/C(O)=O)[CH2:63][CH2:62][CH2:61]1)=O)(C)(C)C.